From a dataset of Catalyst prediction with 721,799 reactions and 888 catalyst types from USPTO. Predict which catalyst facilitates the given reaction. Reactant: [C:1]1([CH3:11])[CH:6]=[CH:5][C:4]([S:7](Cl)(=[O:9])=[O:8])=[CH:3][CH:2]=1.[NH2:12][CH2:13][CH2:14][NH:15][CH2:16][CH2:17][NH2:18].[OH2:19]. Product: [C:1]1([CH3:11])[CH:6]=[CH:5][C:4]([S:7]([CH:13]([CH2:14][NH:15][CH2:16][CH2:17][NH2:18])[N:12]([S:7]([C:4]2[CH:5]=[CH:6][C:1]([CH3:11])=[CH:2][CH:3]=2)(=[O:9])=[O:8])[S:7]([C:4]2[CH:5]=[CH:6][C:1]([CH3:11])=[CH:2][CH:3]=2)(=[O:8])=[O:19])(=[O:9])=[O:8])=[CH:3][CH:2]=1. The catalyst class is: 17.